Dataset: Catalyst prediction with 721,799 reactions and 888 catalyst types from USPTO. Task: Predict which catalyst facilitates the given reaction. Reactant: CCCC[N+](CCCC)(CCCC)CCCC.[F-].C[Si]([C:23]#[C:24][C:25]1[CH:30]=[CH:29][CH:28]=[CH:27][C:26]=1[CH2:31][C:32]([O:34][CH3:35])=[O:33])(C)C. Product: [C:24]([C:25]1[CH:30]=[CH:29][CH:28]=[CH:27][C:26]=1[CH2:31][C:32]([O:34][CH3:35])=[O:33])#[CH:23]. The catalyst class is: 2.